Dataset: Experimentally validated miRNA-target interactions with 360,000+ pairs, plus equal number of negative samples. Task: Binary Classification. Given a miRNA mature sequence and a target amino acid sequence, predict their likelihood of interaction. (1) The miRNA is hsa-miR-7110-3p with sequence UCUCUCUCCCACUUCCCUGCAG. The protein sequence of the target gene is MSVAFAAPRQRGKGEITPAAIQKMLDDNNHLIQCIMDSQNKGKTSECSQYQQMLHTNLVYLATIADSNQNMQSLLPAPPTQNMPMGPGGMNQSGPPPPPRSHNMPSDGMVGGGPPAPHMQNQMNGQMPGPNHMPMQGPGPNQLNMTNSSMNMPSSSHGSMGGYNHSVPSSQSMPVQNQMTMSQGQPMGNYGPRPNMSMQPNQGPMMHQQPPSQQYNMPQGGGQHYQGQQPPMGMMGQVNQGNHMMGQRQIPPYRPPQQGPPQQYSGQEDYYGDQYSHGGQGPPEGMNQQYYPDGHNDYGY.... Result: 1 (interaction). (2) The miRNA is hsa-miR-6812-3p with sequence CCGCUCUUCCCCUGACCCCAG. The protein sequence of the target gene is MPELAKSAPAPKKGSKKAVTKAQKKDGKKRKRSRKESYSVYVYKVLKQVHPDTGISSKAMGIMNSFVNDIFERIASEASRLAHYNKRSTITSREIQTAVRLLLPGELAKHAVSEGTKAVTKYTSSK. Result: 0 (no interaction). (3) The miRNA is hsa-miR-4316 with sequence GGUGAGGCUAGCUGGUG. Result: 1 (interaction). The protein sequence of the target gene is MSQPGIPASGGAPASLQAQNGAALASGSPYTNGPVQNALLSSQESVSQGYNFQLPGSYPHPIPAKTLNPVSGQSNYGGSQGSGQTLNRPPVASNPVTPSLHSGPAPRMPLPASQNPATTPMPSSSFLPEANLPPPLNWQYNYPSTASQTNHCPRASSQPTVSGNTSLTTNHQYVSSGYPSLQNSFIKSGPSVPPLVNPPLPTTFQPGAPHGPPPAGGPPPVRALTPLTSSYRDVPQPLFNSAVNQEGITSNTNNGSMVVHSSYDEIEGGGLLATPQLTNKNPKMSRSVGYSYPSLPPGYQ.... (4) The miRNA is hsa-miR-7845-5p with sequence AAGGGACAGGGAGGGUCGUGG. The protein sequence of the target gene is MSLTVVSMACVGFFLLQGAWPLMGGQDKPFLSARPSTVVPRGGHVALQCHYRRGFNNFMLYKEDRSHVPIFHGRIFQESFIMGPVTPAHAGTYRCRGSRPHSLTGWSAPSNPLVIMVTGNHRKPSLLAHPGPLLKSGETVILQCWSDVMFEHFFLHREGISEDPSRLVGQIHDGVSKANFSIGPLMPVLAGTYRCYGSVPHSPYQLSAPSDPLDIVITGLYEKPSLSAQPGPTVQAGENVTLSCSSWSSYDIYHLSREGEAHERRLRAVPKVNRTFQADFPLGPATHGGTYRCFGSFRAL.... Result: 0 (no interaction). (5) The miRNA is hsa-miR-4654 with sequence UGUGGGAUCUGGAGGCAUCUGG. The protein sequence of the target gene is MIASCLYYLLLPAARLFRFLSDAFFTCRKNALLAKSSSPQVEGNFAMAPRGPDQEECEGLLQQWREEGWNQTPSTASEGPLADKGLAESSLALLMDNSGEQDAASEDKWSSRQLSDLRAAENLNQPFPEVLGEEPLAEVEGPLWAAVPVQTGPQYADCAVLPMGAMAAEQWEEDPAMVAWSIAPEPMPQEETSMWPFEGLEQLQPPPMEIPYHEILWREWEDFSTQPDAQGLEAGDGPQFQFTLMSYNILAQDLMQQSSELYLHCHPDILNWNYRFANLMQEFQHWDPDILCLQEVQEDH.... Result: 0 (no interaction). (6) The miRNA is mmu-miR-344h-3p with sequence GGUAUAACCAAAGCCCGACUGU. The protein sequence of the target gene is MSNRVVCREASHAGSWYTASGPQLNAQLEGWLSQVQSTKRPARAIIAPHAGYTYCGSCAAHAYKQVDPSVTRRIFILGPSHHVPLSRCALSSVDIYRTPLYDLRIDQKIYGELWKTGMFERMSLQTDEDEHSIEMHLPYTAKAMESHKDEFTIIPVLVGALSESKEQEFGKLFSKYLADPSNLFVVSSDFCHWGQRFRYSYYDESQGEIYRSIEHLDKMGMSIIEQLDPVSFSNYLKKYHNTICGRHPIGVLLNAITELQKNGMNMSFSFLNYAQSSQCRSWQDSSVSYAAGALTVH. Result: 1 (interaction). (7) The miRNA is hsa-miR-573 with sequence CUGAAGUGAUGUGUAACUGAUCAG. The protein sequence of the target gene is MGAMGAAEPLHSVLWVKRRRCAVSLEPARALLRWWRSPEPGPSAPGADARSVLVSEIIAVEEKDDCEKHASSGRWHKMENPFAFTVHRVKRVRHHRWKWARVTFWSADEQLCHLWLQTLRGLLESLTSRPKHLLVFINPFGGKGQGKRIYEKTVAPLFTLASITTEIIITEHANQAKETLYEINTDSYDGIVCVGGDGMFSEVLHGVIGRTQQSAGIDPNHPRAVLVPSTLRIGIIPAGSTDCVCYSTVGTNDAETSALHIIIGDSLAIDVSSVHYHNTLLRYSVSLLGYGFYGDLIKDS.... Result: 0 (no interaction).